The task is: Predict the reaction yield, written as a fraction of the theoretical maximum amount of product (1.0 means a 100% yield; for example, 0.34 means a 34% yield).. This data is from Reaction yield outcomes from USPTO patents with 853,638 reactions. (1) The reactants are [Cl-].O[NH3+:3].[C:4](=[O:7])([O-])[OH:5].[Na+].CS(C)=O.[Si]([O:20][CH:21]([C:51]1[CH:56]=[CH:55][C:54]([F:57])=[CH:53][CH:52]=1)[CH2:22][N:23]1[C:28](=[O:29])[C:27]([CH2:30][C:31]2[CH:36]=[CH:35][C:34]([C:37]3[C:38]([C:43]#[N:44])=[CH:39][CH:40]=[CH:41][CH:42]=3)=[CH:33][CH:32]=2)=[C:26]([CH2:45][CH2:46][CH3:47])[N:25]2[N:48]=[CH:49][N:50]=[C:24]12)(C(C)(C)C)(C)C. The catalyst is O.C(OCC)(=O)C. The product is [F:57][C:54]1[CH:55]=[CH:56][C:51]([CH:21]([OH:20])[CH2:22][N:23]2[C:28](=[O:29])[C:27]([CH2:30][C:31]3[CH:32]=[CH:33][C:34]([C:37]4[CH:42]=[CH:41][CH:40]=[CH:39][C:38]=4[C:43]4[NH:44][C:4](=[O:7])[O:5][N:3]=4)=[CH:35][CH:36]=3)=[C:26]([CH2:45][CH2:46][CH3:47])[N:25]3[N:48]=[CH:49][N:50]=[C:24]23)=[CH:52][CH:53]=1. The yield is 0.610. (2) The reactants are [CH3:1][C:2]1[O:6][C:5]([CH:7]([NH2:13])[C:8]2([CH3:12])[CH2:11][O:10][CH2:9]2)=[CH:4][CH:3]=1.C([O:16][C:17]1[C:18](=[O:37])[C:19](=O)[C:20]=1[NH:21][C:22]1[CH:27]=[CH:26][CH:25]=[C:24]([C:28]([N:30]2[CH2:34][CH2:33][CH2:32][CH2:31]2)=[O:29])[C:23]=1[OH:35])C. The catalyst is CO. The product is [OH:35][C:23]1[C:24]([C:28]([N:30]2[CH2:34][CH2:33][CH2:32][CH2:31]2)=[O:29])=[CH:25][CH:26]=[CH:27][C:22]=1[NH:21][C:20]1[C:17](=[O:16])[C:18](=[O:37])[C:19]=1[NH:13][CH:7]([C:5]1[O:6][C:2]([CH3:1])=[CH:3][CH:4]=1)[C:8]1([CH3:12])[CH2:9][O:10][CH2:11]1. The yield is 0.950. (3) The reactants are [Br:1][C:2]1[CH:3]=[C:4]2[CH:10]=[CH:9][NH:8][C:5]2=[N:6][CH:7]=1.[I:11]N1C(=O)CCC1=O. The catalyst is CC(C)=O. The product is [Br:1][C:2]1[CH:3]=[C:4]2[C:10]([I:11])=[CH:9][NH:8][C:5]2=[N:6][CH:7]=1. The yield is 0.670. (4) The reactants are [F:1][C:2]1[C:7]([F:8])=[CH:6][C:5]([NH:9][C:10]2[CH:17]=[CH:16][C:15]([C:18]([F:21])([F:20])[F:19])=[CH:14][C:11]=2[C:12]#[N:13])=[C:4]([N+:22]([O-])=O)[CH:3]=1.[Sn](Cl)[Cl:26]. The catalyst is C(O)C.Cl. The product is [ClH:26].[F:8][C:7]1[C:2]([F:1])=[CH:3][C:4]2[N:22]=[C:12]([NH2:13])[C:11]3[CH:14]=[C:15]([C:18]([F:21])([F:20])[F:19])[CH:16]=[CH:17][C:10]=3[NH:9][C:5]=2[CH:6]=1. The yield is 0.640. (5) The reactants are [CH:1]1([C:7](Cl)=[O:8])[CH2:6][CH2:5][CH2:4][CH2:3][CH2:2]1.[NH2:10][C@@H:11]1[CH2:16][CH2:15][CH2:14][N:13](C(OC(C)(C)C)=O)[CH2:12]1.CCN(C(C)C)C(C)C.C(O)C(N)(CO)CO. The catalyst is ClCCl. The product is [NH:13]1[CH2:14][CH2:15][CH2:16][C@@H:11]([NH:10][C:7]([CH:1]2[CH2:6][CH2:5][CH2:4][CH2:3][CH2:2]2)=[O:8])[CH2:12]1. The yield is 0.742. (6) The reactants are [C:1]([C:5]1[CH:13]=[CH:12][C:11]([N+:14]([O-])=O)=[CH:10][C:6]=1[C:7]([O-:9])=[O:8])([CH3:4])([CH3:3])[CH3:2].[CH:17]([O-])=O.[K+]. The catalyst is CCO.O.[Pd]. The product is [C:1]([C:5]1[CH:13]=[CH:12][C:11]([NH2:14])=[CH:10][C:6]=1[C:7]([O:9][CH3:17])=[O:8])([CH3:4])([CH3:3])[CH3:2]. The yield is 0.950. (7) The reactants are [CH2:1]([O:3][C@@H:4]([CH2:9][C:10]1[CH:15]=[CH:14][C:13]([C:16]2[CH:21]=[CH:20][CH:19]=[C:18]([NH:22][CH3:23])[N:17]=2)=[CH:12][CH:11]=1)[C:5]([O:7][CH3:8])=[O:6])[CH3:2].[CH:24]1[C:33]2[C:28](=[CH:29][CH:30]=[CH:31][CH:32]=2)[CH:27]=[CH:26][C:25]=1[N:34]=[C:35]=[O:36]. No catalyst specified. The product is [CH2:1]([O:3][C@@H:4]([CH2:9][C:10]1[CH:15]=[CH:14][C:13]([C:16]2[CH:21]=[CH:20][CH:19]=[C:18]([N:22]([CH3:23])[C:35]([NH:34][C:25]3[CH:26]=[CH:27][C:28]4[C:33](=[CH:32][CH:31]=[CH:30][CH:29]=4)[CH:24]=3)=[O:36])[N:17]=2)=[CH:12][CH:11]=1)[C:5]([O:7][CH3:8])=[O:6])[CH3:2]. The yield is 0.620. (8) The reactants are C[O:2][C:3]([N:5]1[CH2:9][CH:8]([C:10]2[C:18]3[C:13](=[CH:14][C:15]([F:19])=[CH:16][CH:17]=3)[NH:12][CH:11]=2)[CH:7]2[N:20]([C:23](=[O:39])[CH:24]([NH:31][C:32]([O:34][C:35]([CH3:38])([CH3:37])[CH3:36])=[O:33])[CH:25]3[CH2:30][CH2:29][CH2:28][CH2:27][CH2:26]3)[CH2:21][CH2:22][CH:6]12)=O.[C:40]1([CH2:46]C(Cl)=O)[CH:45]=[CH:44][CH:43]=[CH:42][CH:41]=1. The catalyst is C(Cl)Cl. The product is [C:35]([O:34][C:32](=[O:33])[NH:31][CH:24]([CH:25]1[CH2:30][CH2:29][CH2:28][CH2:27][CH2:26]1)[C:23]([N:20]1[CH2:21][CH2:22][CH:6]2[N:5]([C:3](=[O:2])[CH2:46][C:40]3[CH:45]=[CH:44][CH:43]=[CH:42][CH:41]=3)[CH2:9][CH:8]([C:10]3[C:18]4[C:13](=[CH:14][C:15]([F:19])=[CH:16][CH:17]=4)[NH:12][CH:11]=3)[CH:7]12)=[O:39])([CH3:38])([CH3:37])[CH3:36]. The yield is 0.660.